Task: Predict the reaction yield, written as a fraction of the theoretical maximum amount of product (1.0 means a 100% yield; for example, 0.34 means a 34% yield).. Dataset: Reaction yield outcomes from USPTO patents with 853,638 reactions (1) The yield is 1.04. The reactants are [C:1]1([CH:7]2[S:12][CH2:11][CH2:10][CH2:9][S:8]2)[CH:6]=[CH:5][CH:4]=[CH:3][CH:2]=1.[Li]CCCC.[F:18][C:19]1[CH:20]=[C:21]([CH:24]=[C:25]([F:27])[CH:26]=1)[CH:22]=[O:23]. The product is [F:18][C:19]1[CH:20]=[C:21]([CH:22]([C:7]2([C:1]3[CH:2]=[CH:3][CH:4]=[CH:5][CH:6]=3)[S:8][CH2:9][CH2:10][CH2:11][S:12]2)[OH:23])[CH:24]=[C:25]([F:27])[CH:26]=1. The catalyst is C1COCC1. (2) The reactants are Br[C:2]1[C:3]([NH2:8])=[N:4][CH:5]=[CH:6][CH:7]=1.[F:9][C:10]1[CH:11]=[C:12](B(O)O)[CH:13]=[CH:14][C:15]=1[C:16]([O:18][CH3:19])=[O:17].COCCOC.C([O-])([O-])=O.[Na+].[Na+]. The catalyst is CCOC(C)=O.C1C=CC(P(C2C=CC=CC=2)[C-]2C=CC=C2)=CC=1.C1C=CC(P(C2C=CC=CC=2)[C-]2C=CC=C2)=CC=1.Cl[Pd]Cl.[Fe+2].C(Cl)Cl. The product is [NH2:8][C:3]1[C:2]([C:12]2[CH:13]=[CH:14][C:15]([C:16]([O:18][CH3:19])=[O:17])=[C:10]([F:9])[CH:11]=2)=[CH:7][CH:6]=[CH:5][N:4]=1. The yield is 0.790. (3) The reactants are [CH2:1]([O:3][C:4]1[CH:5]=[C:6]([CH:9]=[C:10]([O:14][CH2:15][CH3:16])[C:11]=1[S:12][CH3:13])[CH:7]=[O:8])[CH3:2].[OH:17]O. The catalyst is C(O)(=O)C. The product is [CH2:1]([O:3][C:4]1[CH:5]=[C:6]([CH:9]=[C:10]([O:14][CH2:15][CH3:16])[C:11]=1[S:12]([CH3:13])=[O:17])[CH:7]=[O:8])[CH3:2]. The yield is 0.840. (4) The reactants are [OH:1][CH2:2][CH2:3][P:4]([CH2:18][CH2:19][OH:20])(=[O:17])[NH:5][CH2:6][CH2:7][CH2:8][S:9][S:10][C:11]1[CH:16]=[CH:15][CH:14]=[CH:13][N:12]=1.C(Cl)Cl.[S:24](Cl)([C:27]1[CH:33]=[CH:32][C:30]([CH3:31])=[CH:29][CH:28]=1)(=[O:26])=[O:25]. The catalyst is CCN(CC)CC. The product is [CH3:31][C:30]1[CH:32]=[CH:33][C:27]([S:24]([O:1][CH2:2][CH2:3][P:4]([CH2:18][CH2:19][O:20][S:24]([C:27]2[CH:33]=[CH:32][C:30]([CH3:31])=[CH:29][CH:28]=2)(=[O:26])=[O:25])([NH:5][CH2:6][CH2:7][CH2:8][S:9][S:10][C:11]2[CH:16]=[CH:15][CH:14]=[CH:13][N:12]=2)=[O:17])(=[O:26])=[O:25])=[CH:28][CH:29]=1. The yield is 0.830. (5) The reactants are [C:1]([O:5][C:6]([NH:8][C@:9]([CH3:31])([CH2:12][CH2:13][C:14]1[O:15][C:16]([C:19](=[O:30])[CH2:20][CH2:21][CH2:22][CH2:23][C:24]2[CH:29]=[CH:28][CH:27]=[CH:26][CH:25]=2)=[CH:17][CH:18]=1)[CH2:10][OH:11])=[O:7])([CH3:4])([CH3:3])[CH3:2].CC(OI1(OC(C)=O)(OC(C)=O)OC(=O)C2C=CC=CC1=2)=O. The catalyst is ClCCl. The product is [C:1]([O:5][C:6]([NH:8][C@:9]([CH3:31])([CH2:12][CH2:13][C:14]1[O:15][C:16]([C:19](=[O:30])[CH2:20][CH2:21][CH2:22][CH2:23][C:24]2[CH:25]=[CH:26][CH:27]=[CH:28][CH:29]=2)=[CH:17][CH:18]=1)[CH:10]=[O:11])=[O:7])([CH3:4])([CH3:2])[CH3:3]. The yield is 0.970. (6) The catalyst is C(O)C.N1CCCCC1. The yield is 0.410. The reactants are [F:1][C:2]([F:20])([F:19])[C:3]1[CH:4]=[C:5]([C:9]2[CH:17]=[CH:16][CH:15]=[C:14]3[C:10]=2[CH2:11][C:12](=[O:18])[NH:13]3)[CH:6]=[CH:7][CH:8]=1.[N:21]1([CH2:26][CH2:27][NH:28][C:29]([C:31]2[C:35]([CH3:36])=[C:34]([CH:37]=O)[NH:33][C:32]=2[CH3:39])=[O:30])[CH:25]=[CH:24][N:23]=[N:22]1. The product is [N:21]1([CH2:26][CH2:27][NH:28][C:29]([C:31]2[C:35]([CH3:36])=[C:34]([CH:37]=[C:11]3[C:10]4[C:14](=[CH:15][CH:16]=[CH:17][C:9]=4[C:5]4[CH:6]=[CH:7][CH:8]=[C:3]([C:2]([F:1])([F:19])[F:20])[CH:4]=4)[NH:13][C:12]3=[O:18])[NH:33][C:32]=2[CH3:39])=[O:30])[CH:25]=[CH:24][N:23]=[N:22]1. (7) The reactants are [N:1]([CH:4]([C:10]1[N:14]([C:15]2[CH:20]=[CH:19][C:18]([O:21][CH3:22])=[CH:17][CH:16]=2)[N:13]=[CH:12][CH:11]=1)[CH:5]([CH2:8][CH3:9])[CH2:6][CH3:7])=[N+]=[N-]. The catalyst is CO.[Pd]. The product is [CH2:8]([CH:5]([CH2:6][CH3:7])[CH:4]([NH2:1])[C:10]1[N:14]([C:15]2[CH:16]=[CH:17][C:18]([O:21][CH3:22])=[CH:19][CH:20]=2)[N:13]=[CH:12][CH:11]=1)[CH3:9]. The yield is 0.970. (8) The reactants are Cl.[O:2]=[C:3]1[CH2:8][CH2:7][NH:6][CH2:5][CH:4]1[C:9]([O:11][CH3:12])=[O:10].C(=O)([O-])[O-].[Na+].[Na+].[CH3:19][C:20]([O:23][C:24](O[C:24]([O:23][C:20]([CH3:22])([CH3:21])[CH3:19])=[O:25])=[O:25])([CH3:22])[CH3:21]. The catalyst is O.C1COCC1. The product is [O:2]=[C:3]1[CH2:8][CH2:7][N:6]([C:24]([O:23][C:20]([CH3:22])([CH3:21])[CH3:19])=[O:25])[CH2:5][CH:4]1[C:9]([O:11][CH3:12])=[O:10]. The yield is 1.00.